This data is from Full USPTO retrosynthesis dataset with 1.9M reactions from patents (1976-2016). The task is: Predict the reactants needed to synthesize the given product. Given the product [CH2:37]([N:42]1[CH2:41][CH2:40][C@:39]([CH3:38])([OH:78])[C@H:44]([OH:61])[CH2:43]1)[C:36]1[CH:47]=[CH:48][CH:53]=[CH:52][CH:51]=1, predict the reactants needed to synthesize it. The reactants are: CC[C@H:40]1[C@H:39]2[CH2:38][C@H:37]([C@H:36](OC3C4C(=CC=CC=4)C(O[C@H:36]([C:47]4C=CN=[C:53]5[C:48]=4C=C(OC)[CH:51]=[CH:52]5)[C@@H:37]4[N:42]5[CH2:43][C@H:44](CC)[C@@H:39]([CH2:40][CH2:41]5)[CH2:38]4)=NN=3)[C:47]3C=CN=C4[C:48]=3[CH:53]=[C:52](OC)[CH:51]=C4)[N:42]([CH2:43][CH2:44]2)[CH2:41]1.CS(N)(=O)=[O:61].C(N1CC=C(C)CC1)C1C=CC=CC=1.[OH2:78].